Dataset: Full USPTO retrosynthesis dataset with 1.9M reactions from patents (1976-2016). Task: Predict the reactants needed to synthesize the given product. (1) The reactants are: [Cl:1][C:2]1[CH:21]=[CH:20][C:5]([CH2:6][S:7][C:8]2[O:12][C:11]([C:13]3[CH:18]=[CH:17][N:16]=[C:15]([NH2:19])[CH:14]=3)=[N:10][N:9]=2)=[CH:4][CH:3]=1.[CH2:22]([N:29]=[C:30]=[O:31])[C:23]1[CH:28]=[CH:27][CH:26]=[CH:25][CH:24]=1. Given the product [CH2:22]([NH:29][C:30]([NH:19][C:15]1[CH:14]=[C:13]([C:11]2[O:12][C:8]([S:7][CH2:6][C:5]3[CH:20]=[CH:21][C:2]([Cl:1])=[CH:3][CH:4]=3)=[N:9][N:10]=2)[CH:18]=[CH:17][N:16]=1)=[O:31])[C:23]1[CH:28]=[CH:27][CH:26]=[CH:25][CH:24]=1, predict the reactants needed to synthesize it. (2) Given the product [Br:18][C:14]1[CH:13]=[C:12]2[C:17]([C:8]3[CH:7]=[CH:6][C:5]([C:3]([OH:4])=[O:2])=[CH:19][C:9]=3[CH2:10][O:11]2)=[CH:16][CH:15]=1, predict the reactants needed to synthesize it. The reactants are: C[O:2][C:3]([C:5]1[CH:6]=[CH:7][C:8]2[C:17]3[C:12](=[CH:13][C:14]([Br:18])=[CH:15][CH:16]=3)[O:11][CH2:10][C:9]=2[CH:19]=1)=[O:4].[OH-].[Na+].Cl. (3) Given the product [NH2:1][C:4]1[CH:5]=[C:6]([CH:9]=[C:10]([NH2:12])[CH:11]=1)[C:7]#[N:8], predict the reactants needed to synthesize it. The reactants are: [N+:1]([C:4]1[CH:5]=[C:6]([CH:9]=[C:10]([N+:12]([O-])=O)[CH:11]=1)[C:7]#[N:8])([O-])=O.Cl[Sn]Cl.[OH-].[Na+]. (4) The reactants are: [CH3:1][S:2]([CH2:5][CH2:6][C:7]1[CH:12]=[CH:11][CH:10]=[CH:9][C:8]=1[C:13]1[CH:14]=[C:15]2[C:20](=[C:21]([O:23]COCC[Si](C)(C)C)[CH:22]=1)[N:19]=[CH:18][N:17](COCC[Si](C)(C)C)[C:16]2=[O:40])(=[O:4])=[O:3].[F:41][C:42]([F:47])([F:46])[C:43]([OH:45])=[O:44]. Given the product [F:41][C:42]([F:47])([F:46])[C:43]([OH:45])=[O:44].[OH:23][C:21]1[CH:22]=[C:13]([C:8]2[CH:9]=[CH:10][CH:11]=[CH:12][C:7]=2[CH2:6][CH2:5][S:2]([CH3:1])(=[O:4])=[O:3])[CH:14]=[C:15]2[C:20]=1[N:19]=[CH:18][NH:17][C:16]2=[O:40], predict the reactants needed to synthesize it. (5) Given the product [NH2:1][C:2]1[CH:10]=[C:9]([Br:11])[CH:8]=[CH:7][C:3]=1[C:4]([NH:40][NH:39][C:33]1[CH:38]=[CH:37][CH:36]=[CH:35][CH:34]=1)=[O:6], predict the reactants needed to synthesize it. The reactants are: [NH2:1][C:2]1[CH:10]=[C:9]([Br:11])[CH:8]=[CH:7][C:3]=1[C:4]([OH:6])=O.N1(C(N2C=CN=C2)=O)C=CN=C1.C(N(C(C)C)C(C)C)C.[C:33]1([NH:39][NH2:40])[CH:38]=[CH:37][CH:36]=[CH:35][CH:34]=1. (6) Given the product [Cl:2][C:3]1[CH:8]=[CH:7][CH:6]=[C:5]([F:9])[C:4]=1[CH2:10][C:11]([NH:13][C:14]1[S:15][CH:16]=[C:17]([CH:19]2[CH2:24][CH2:23][N:22]([C:41](=[O:42])[CH2:40][N:39]3[C:35]([CH3:34])=[CH:36][C:37]([C:44]([F:47])([F:46])[F:45])=[N:38]3)[CH2:21][CH2:20]2)[N:18]=1)=[O:12], predict the reactants needed to synthesize it. The reactants are: Cl.[Cl:2][C:3]1[CH:8]=[CH:7][CH:6]=[C:5]([F:9])[C:4]=1[CH2:10][C:11]([NH:13][C:14]1[S:15][CH:16]=[C:17]([CH:19]2[CH2:24][CH2:23][NH:22][CH2:21][CH2:20]2)[N:18]=1)=[O:12].C(N(C(C)C)C(C)C)C.[CH3:34][C:35]1[N:39]([CH2:40][C:41](O)=[O:42])[N:38]=[C:37]([C:44]([F:47])([F:46])[F:45])[CH:36]=1.F[P-](F)(F)(F)(F)F.N1(O[P+](N(C)C)(N(C)C)N(C)C)C2C=CC=CC=2N=N1.